From a dataset of Forward reaction prediction with 1.9M reactions from USPTO patents (1976-2016). Predict the product of the given reaction. (1) Given the reactants [N+:1]([C:4]1[CH:5]=[C:6]([C:10]2[CH:19]=[N:18][CH:17]=[CH:16][C:11]=2[C:12]([O:14][CH3:15])=[O:13])[CH:7]=[CH:8][CH:9]=1)([O-])=O.CO.C([O-])=O.[NH4+], predict the reaction product. The product is: [NH2:1][C:4]1[CH:5]=[C:6]([C:10]2[CH:19]=[N:18][CH:17]=[CH:16][C:11]=2[C:12]([O:14][CH3:15])=[O:13])[CH:7]=[CH:8][CH:9]=1. (2) Given the reactants Cl[C:2]1[CH:7]=[CH:6][CH:5]=[C:4]([CH3:8])[N:3]=1.C(=O)([O-])[O-].[K+].[K+].[CH2:15]([SH:22])[C:16]1[CH:21]=[CH:20][CH:19]=[CH:18][CH:17]=1.O, predict the reaction product. The product is: [CH2:15]([S:22][C:2]1[CH:7]=[CH:6][CH:5]=[C:4]([CH3:8])[N:3]=1)[C:16]1[CH:21]=[CH:20][CH:19]=[CH:18][CH:17]=1. (3) Given the reactants [NH2:1][C:2]1[N:7]=[CH:6][N:5]=[C:4]2[N:8]([C@@H:12]3[O:34][C@H:33]([CH2:35][O:36]C(=O)C4C=CC=CC=4)[C@@H:23]([O:24]C(=O)C4C=CC=CC=4)[C@@:13]3([CH3:45])[O:14]C(=O)C3C=CC=CC=3)[N:9]=[C:10]([I:11])[C:3]=12, predict the reaction product. The product is: [NH2:1][C:2]1[N:7]=[CH:6][N:5]=[C:4]2[N:8]([C@@H:12]3[O:34][C@H:33]([CH2:35][OH:36])[C@@H:23]([OH:24])[C@@:13]3([CH3:45])[OH:14])[N:9]=[C:10]([I:11])[C:3]=12. (4) Given the reactants B(Cl)(Cl)Cl.[F:5][C:6]1[C:11]2[CH:12]=[CH:13][O:14][C:10]=2[C:9]([NH:15][S:16]([CH:19]2[CH2:21][CH:20]2[CH2:22][O:23]CC2C=CC=CC=2)(=[O:18])=[O:17])=[C:8]([NH:31][C:32]2[CH:37]=[CH:36][C:35]([I:38])=[CH:34][C:33]=2[F:39])[C:7]=1[F:40].C(OCC)(=O)C, predict the reaction product. The product is: [F:5][C:6]1[C:11]2[CH:12]=[CH:13][O:14][C:10]=2[C:9]([NH:15][S:16]([CH:19]2[CH2:21][CH:20]2[CH2:22][OH:23])(=[O:17])=[O:18])=[C:8]([NH:31][C:32]2[CH:37]=[CH:36][C:35]([I:38])=[CH:34][C:33]=2[F:39])[C:7]=1[F:40]. (5) Given the reactants C(N1C=CN=C1)(N1C=CN=C1)=O.[CH2:13]([O:20][N:21]1[C:27](=[O:28])[N:26]2[CH2:29][C@H:22]1[CH2:23][CH2:24][C@H:25]2[C:30]([OH:32])=O)[C:14]1[CH:19]=[CH:18][CH:17]=[CH:16][CH:15]=1.[CH:33]([NH:35][NH2:36])=[O:34].CCOC(C)=O, predict the reaction product. The product is: [CH2:13]([O:20][N:21]1[C:27](=[O:28])[N:26]2[CH2:29][C@H:22]1[CH2:23][CH2:24][C@H:25]2[C:30]([N:35]([CH:33]=[O:34])[NH2:36])=[O:32])[C:14]1[CH:15]=[CH:16][CH:17]=[CH:18][CH:19]=1. (6) The product is: [CH:1]1([NH:7][CH2:8][C:9]2[CH:14]=[CH:13][CH:12]=[CH:11][C:10]=2[C:15]2[N:20]=[C:19]([CH:21]([C:39]3[CH:40]=[CH:41][CH:42]=[CH:43][C:38]=3[CH:35]([CH3:37])[CH3:36])[NH:22][C:23]3[C:24]([CH:32]([CH3:34])[CH3:33])=[CH:25][CH:26]=[CH:27][C:28]=3[CH:29]([CH3:30])[CH3:31])[CH:18]=[CH:17][CH:16]=2)[CH2:6][CH2:5][CH2:4][CH2:3][CH2:2]1. Given the reactants [CH:1]1([NH:7][CH2:8][C:9]2[CH:14]=[CH:13][CH:12]=[CH:11][C:10]=2[C:15]2[N:20]=[C:19]([CH:21]=[N:22][C:23]3[C:28]([CH:29]([CH3:31])[CH3:30])=[CH:27][CH:26]=[CH:25][C:24]=3[CH:32]([CH3:34])[CH3:33])[CH:18]=[CH:17][CH:16]=2)[CH2:6][CH2:5][CH2:4][CH2:3][CH2:2]1.[CH:35]([C:38]1[CH:43]=[CH:42][CH:41]=[CH:40][C:39]=1[Li])([CH3:37])[CH3:36].O, predict the reaction product. (7) The product is: [C:9]([C:13]1[CH:48]=[CH:47][C:16]([CH2:17][O:18][C:19]2[N:20]=[C:21]([NH:8][CH:3]3[CH2:7][CH2:6][CH2:5][CH2:4]3)[C:22]3[N:23]=[CH:24][N:25]([C:26]=3[N:27]=2)[C@@H:28]2[O:40][C@H:39]([CH2:41][OH:42])[C@@H:34]([OH:35])[C@H:29]2[OH:30])=[CH:15][CH:14]=1)([CH3:12])([CH3:10])[CH3:11]. Given the reactants [H][H].[CH:3]1([NH2:8])[CH2:7][CH2:6][CH2:5][CH2:4]1.[C:9]([C:13]1[CH:48]=[CH:47][C:16]([CH2:17][O:18][C:19]2[N:27]=[C:26]3[C:22]([N:23]=[CH:24][N:25]3[C@@H:28]3[O:40][C@H:39]([CH2:41][O:42]C(=O)C)[C@@H:34]([O:35]C(=O)C)[C@H:29]3[O:30]C(=O)C)=[C:21](Cl)[N:20]=2)=[CH:15][CH:14]=1)([CH3:12])([CH3:11])[CH3:10], predict the reaction product.